Dataset: Reaction yield outcomes from USPTO patents with 853,638 reactions. Task: Predict the reaction yield, written as a fraction of the theoretical maximum amount of product (1.0 means a 100% yield; for example, 0.34 means a 34% yield). (1) The reactants are F.F.F.C(N(CC)CC)C.C(N(CC)CC)C.[Si]([O:35][CH2:36][C@H:37]1[O:41][C@@H:40]([N:42]2[CH:49]=[C:48]([CH3:50])[C:46](=[O:47])[NH:45][C:43]2=[O:44])[C@H:39]([O:51][CH2:52][CH2:53][O:54][N:55]([CH3:57])[CH3:56])[C@@H:38]1[OH:58])(C(C)(C)C)(C1C=CC=CC=1)C1C=CC=CC=1.CO. The catalyst is C1COCC1.C(Cl)Cl. The product is [CH3:56][N:55]([CH3:57])[O:54][CH2:53][CH2:52][O:51][C@@H:39]1[C@H:38]([OH:58])[C@@H:37]([CH2:36][OH:35])[O:41][C@H:40]1[N:42]1[CH:49]=[C:48]([CH3:50])[C:46](=[O:47])[NH:45][C:43]1=[O:44]. The yield is 0.925. (2) The reactants are Br[C:2]1[C:3]2[O:12][C:11]([CH2:13][N:14]3[CH2:19][CH2:18][N:17]([S:20]([CH3:23])(=[O:22])=[O:21])[CH2:16][C@H:15]3[CH3:24])=[CH:10][C:4]=2[C:5](=[O:9])[N:6]([CH3:8])[CH:7]=1.C(N(CC)CC)C.[CH3:32][C:33]1([CH3:40])[C:37]([CH3:39])([CH3:38])[O:36][BH:35][O:34]1. The catalyst is O1CCOCC1.CC(O)C.C1C=CC([P]([Pd]([P](C2C=CC=CC=2)(C2C=CC=CC=2)C2C=CC=CC=2)([P](C2C=CC=CC=2)(C2C=CC=CC=2)C2C=CC=CC=2)[P](C2C=CC=CC=2)(C2C=CC=CC=2)C2C=CC=CC=2)(C2C=CC=CC=2)C2C=CC=CC=2)=CC=1. The product is [CH3:8][N:6]1[CH:7]=[C:2]([B:35]2[O:36][C:37]([CH3:39])([CH3:38])[C:33]([CH3:40])([CH3:32])[O:34]2)[C:3]2[O:12][C:11]([CH2:13][N:14]3[CH2:19][CH2:18][N:17]([S:20]([CH3:23])(=[O:22])=[O:21])[CH2:16][C@H:15]3[CH3:24])=[CH:10][C:4]=2[C:5]1=[O:9]. The yield is 0.960.